Dataset: Forward reaction prediction with 1.9M reactions from USPTO patents (1976-2016). Task: Predict the product of the given reaction. The product is: [CH3:10][O:11][C:12]1[CH:17]=[CH:16][C:15]([C:2]2[N:7]=[CH:6][C:5]([CH2:8][OH:9])=[CH:4][N:3]=2)=[C:14]([C:21]([F:22])([F:23])[F:24])[CH:13]=1. Given the reactants Cl[C:2]1[N:7]=[CH:6][C:5]([CH2:8][OH:9])=[CH:4][N:3]=1.[CH3:10][O:11][C:12]1[CH:17]=[CH:16][C:15](B(O)O)=[C:14]([C:21]([F:24])([F:23])[F:22])[CH:13]=1, predict the reaction product.